Dataset: Catalyst prediction with 721,799 reactions and 888 catalyst types from USPTO. Task: Predict which catalyst facilitates the given reaction. (1) Reactant: C([N:4]1[CH2:9][CH2:8][N:7]([C:10]2[CH:15]=[CH:14][C:13]([OH:16])=[CH:12][C:11]=2[Br:17])[CH2:6][CH2:5]1)(=O)C.C([O-])([O-])=O.[Cs+].[Cs+].[Na+].[I-].Cl.Cl[CH2:28][CH2:29][CH2:30][N:31]1[CH2:36][CH2:35][CH2:34][CH2:33][CH2:32]1. Product: [Br:17][C:11]1[CH:12]=[C:13]([O:16][CH2:28][CH2:29][CH2:30][N:31]2[CH2:36][CH2:35][CH2:34][CH2:33][CH2:32]2)[CH:14]=[CH:15][C:10]=1[N:7]1[CH2:6][CH2:5][NH:4][CH2:9][CH2:8]1. The catalyst class is: 3. (2) Reactant: [Cl:1][C:2]1[CH:7]=[CH:6][C:5]([C:8]([F:11])([F:10])[F:9])=[CH:4][C:3]=1[S:12]([NH:15][C@@H:16]1[CH2:20][CH2:19][N:18]([C:21](OC(C)(C)C)=O)[CH2:17]1)(=[O:14])=[O:13].C([O-])([O-])=O.[K+].[K+].[CH2:34](Br)[C:35]1[CH:40]=[CH:39][CH:38]=[CH:37][CH:36]=1.C1C=CC(P(C2C=CC=CC=2)C2C=CC=CC=2)=CC=1.CC[N:63](C(C)C)C(C)C.BrC#N.C(O)C(N)(CO)CO. Product: [Cl:1][C:2]1[CH:7]=[CH:6][C:5]([C:8]([F:10])([F:11])[F:9])=[CH:4][C:3]=1[S:12]([N:15]([C@@H:16]1[CH2:20][CH2:19][N:18]([C:21]#[N:63])[CH2:17]1)[CH2:34][C:35]1[CH:40]=[CH:39][CH:38]=[CH:37][CH:36]=1)(=[O:13])=[O:14]. The catalyst class is: 21.